This data is from Forward reaction prediction with 1.9M reactions from USPTO patents (1976-2016). The task is: Predict the product of the given reaction. (1) Given the reactants [CH:1]([C:4]1[N:5]=[C:6]([C:9]2[CH:18]=[C:17]([O:19][CH2:20][CH2:21][C@@H:22]3[NH:36][C:35](=[O:37])[N:34]([CH3:38])[CH2:33][CH2:32][CH2:31][CH2:30][CH:29]=[CH:28][C@H:27]4[C@@:25]([C:39]([OH:41])=O)([CH2:26]4)[NH:24][C:23]3=[O:42])[C:16]3[C:11](=[C:12]([CH3:45])[C:13]([O:43][CH3:44])=[CH:14][CH:15]=3)[N:10]=2)[S:7][CH:8]=1)([CH3:3])[CH3:2].C1N=CN(C(N2C=NC=C2)=O)C=1.[CH3:58][C:59]1([S:62]([NH-:65])(=[O:64])=[O:63])[CH2:61][CH2:60]1.C1CCN2C(=NCCC2)CC1, predict the reaction product. The product is: [CH:1]([C:4]1[N:5]=[C:6]([C:9]2[CH:18]=[C:17]([O:19][CH2:20][CH2:21][C@@H:22]3[NH:36][C:35](=[O:37])[N:34]([CH3:38])[CH2:33][CH2:32][CH2:31][CH2:30][CH:29]=[CH:28][C@H:27]4[C@@:25]([C:39]([NH:65][S:62]([C:59]5([CH3:58])[CH2:61][CH2:60]5)(=[O:64])=[O:63])=[O:41])([CH2:26]4)[NH:24][C:23]3=[O:42])[C:16]3[C:11](=[C:12]([CH3:45])[C:13]([O:43][CH3:44])=[CH:14][CH:15]=3)[N:10]=2)[S:7][CH:8]=1)([CH3:3])[CH3:2]. (2) Given the reactants [OH:1][CH:2]1[CH2:7][CH2:6][CH2:5][CH:4]([NH2:8])[CH2:3]1.C(=O)([O-])[O-].[K+].[K+].C(OCC)(=O)C.Cl[C:22]([O:24][CH2:25][C:26]1[CH:31]=[CH:30][CH:29]=[CH:28][CH:27]=1)=[O:23], predict the reaction product. The product is: [CH2:25]([O:24][C:22](=[O:23])[NH:8][CH:4]1[CH2:5][CH2:6][CH2:7][CH:2]([OH:1])[CH2:3]1)[C:26]1[CH:31]=[CH:30][CH:29]=[CH:28][CH:27]=1. (3) Given the reactants [CH2:1]([NH:8][C:9]1[CH:14]=[CH:13][CH:12]=[CH:11][CH:10]=1)[C:2]1[CH:7]=[CH:6][CH:5]=[CH:4][CH:3]=1.[CH:15]([C:18]1[CH:23]=[CH:22][CH:21]=[C:20]([CH:24]([CH3:26])[CH3:25])[C:19]=1[N:27]=[C:28]=[O:29])([CH3:17])[CH3:16], predict the reaction product. The product is: [CH2:1]([N:8]([C:9]1[CH:14]=[CH:13][CH:12]=[CH:11][CH:10]=1)[C:28]([NH:27][C:19]1[C:18]([CH:15]([CH3:16])[CH3:17])=[CH:23][CH:22]=[CH:21][C:20]=1[CH:24]([CH3:26])[CH3:25])=[O:29])[C:2]1[CH:7]=[CH:6][CH:5]=[CH:4][CH:3]=1. (4) Given the reactants F[C:2]1[CH:7]=[CH:6][CH:5]=[C:4]([F:8])[C:3]=1[N+:9]([O-:11])=[O:10].CCN(C(C)C)C(C)C.[CH2:21]([NH:25][CH2:26][CH:27]([CH3:29])[CH3:28])[CH:22]([CH3:24])[CH3:23].CC(O)=O, predict the reaction product. The product is: [F:8][C:4]1[C:3]([N+:9]([O-:11])=[O:10])=[C:2]([CH:7]=[CH:6][CH:5]=1)[N:25]([CH2:26][CH:27]([CH3:29])[CH3:28])[CH2:21][CH:22]([CH3:24])[CH3:23].